Task: Predict the reaction yield, written as a fraction of the theoretical maximum amount of product (1.0 means a 100% yield; for example, 0.34 means a 34% yield).. Dataset: Reaction yield outcomes from USPTO patents with 853,638 reactions (1) The reactants are [Cl:1][C:2]1[C:3]([C:15]2[C:23]3[C:18](=[CH:19][CH:20]=[CH:21][CH:22]=3)[N:17]([S:24]([C:27]3[CH:32]=[CH:31][CH:30]=[CH:29][CH:28]=3)(=[O:26])=[O:25])[CH:16]=2)=[N:4][C:5]([NH:8][CH:9]2[CH2:14][CH2:13][NH:12][CH2:11][CH2:10]2)=[N:6][CH:7]=1.[NH2:33][C:34]1[CH:42]=[CH:41][C:37]([C:38](O)=[O:39])=[CH:36][C:35]=1[F:43].CN(C(ON1N=NC2C=CC=CC1=2)=[N+](C)C)C.F[P-](F)(F)(F)(F)F.CCN(C(C)C)C(C)C. The catalyst is C(Cl)Cl. The product is [NH2:33][C:34]1[CH:42]=[CH:41][C:37]([C:38]([N:12]2[CH2:11][CH2:10][CH:9]([NH:8][C:5]3[N:4]=[C:3]([C:15]4[C:23]5[C:18](=[CH:19][CH:20]=[CH:21][CH:22]=5)[N:17]([S:24]([C:27]5[CH:32]=[CH:31][CH:30]=[CH:29][CH:28]=5)(=[O:26])=[O:25])[CH:16]=4)[C:2]([Cl:1])=[CH:7][N:6]=3)[CH2:14][CH2:13]2)=[O:39])=[CH:36][C:35]=1[F:43]. The yield is 1.00. (2) The reactants are [Br:1][C:2]1[N:7]=[C:6]([C:8](OCC)=[O:9])[C:5]([NH:13][CH2:14][CH3:15])=[CH:4][CH:3]=1.[NH3:16]. No catalyst specified. The product is [Br:1][C:2]1[N:7]=[C:6]([C:8]([NH2:16])=[O:9])[C:5]([NH:13][CH2:14][CH3:15])=[CH:4][CH:3]=1. The yield is 1.00. (3) The reactants are [CH3:1][O:2][C:3]1[CH:4]=[C:5]([NH:13][C:14]2[N:15]=[N:16][C:17]([CH:20]([NH:22][C:23]([C:25]3[CH:29]=[CH:28][O:27][CH:26]=3)=O)[CH3:21])=[CH:18][N:19]=2)[CH:6]=[C:7]([O:11][CH3:12])[C:8]=1[O:9][CH3:10].N1C=NC=N1.P(Cl)(Cl)(Cl)=O. The catalyst is N1C=CC=CC=1. The product is [O:27]1[CH:28]=[CH:29][C:25]([C:23]2[N:16]3[C:17]([CH:18]=[N:19][C:14]([NH:13][C:5]4[CH:4]=[C:3]([O:2][CH3:1])[C:8]([O:9][CH3:10])=[C:7]([O:11][CH3:12])[CH:6]=4)=[N:15]3)=[C:20]([CH3:21])[N:22]=2)=[CH:26]1. The yield is 0.510. (4) The reactants are [CH2:1]([O:8][CH2:9][N:10]1[C:15](=[O:16])[C:14]([Br:17])=[N:13][N:12](CC(F)(F)C2C=CC=CC=2)[C:11]1=[O:28])[C:2]1[CH:7]=[CH:6][CH:5]=[CH:4][CH:3]=1.[Br:29][C:30]1[CH:31]=[C:32]2[C:37](=[CH:38][CH:39]=1)[C:36]([CH2:40]O)=[CH:35][CH:34]=[CH:33]2. No catalyst specified. The product is [CH2:1]([O:8][CH2:9][N:10]1[C:15](=[O:16])[C:14]([Br:17])=[N:13][N:12]([CH2:40][C:36]2[C:37]3[C:32](=[CH:31][C:30]([Br:29])=[CH:39][CH:38]=3)[CH:33]=[CH:34][CH:35]=2)[C:11]1=[O:28])[C:2]1[CH:7]=[CH:6][CH:5]=[CH:4][CH:3]=1. The yield is 0.780. (5) The reactants are [CH:1]1([CH2:7][C:8]2[S:12][C:11]([NH:13][C:14](=[O:27])[C:15]3[CH:20]=[C:19]([O:21]C)[C:18]([O:23]C)=[C:17]([O:25]C)[CH:16]=3)=[N:10][C:9]=2[C:28]2[CH:33]=[CH:32][C:31]([OH:34])=[CH:30][CH:29]=2)[CH2:6][CH2:5][CH2:4][CH2:3][CH2:2]1.B(Br)(Br)Br. No catalyst specified. The product is [CH:1]1([CH2:7][C:8]2[S:12][C:11]([NH:13][C:14](=[O:27])[C:15]3[CH:16]=[C:17]([OH:25])[C:18]([OH:23])=[C:19]([OH:21])[CH:20]=3)=[N:10][C:9]=2[C:28]2[CH:33]=[CH:32][C:31]([OH:34])=[CH:30][CH:29]=2)[CH2:6][CH2:5][CH2:4][CH2:3][CH2:2]1. The yield is 0.558.